From a dataset of Forward reaction prediction with 1.9M reactions from USPTO patents (1976-2016). Predict the product of the given reaction. (1) The product is: [CH3:34][O:33][C:30]1[CH:31]=[CH:32][C:27]([CH:25]2[CH2:26][N:22]([C:20]3[CH:19]=[CH:18][N:17]=[C:16]([NH:7][C:5]([NH:54][CH2:53][C:48]4[CH:49]=[CH:50][CH:51]=[CH:52][N:47]=4)=[O:4])[CH:21]=3)[C:23](=[O:35])[CH2:24]2)=[CH:28][CH:29]=1. Given the reactants ClC(Cl)(Cl)C[O:4][C:5]([N:7]([C:16]1[CH:21]=[C:20]([N:22]2[CH2:26][CH:25]([C:27]3[CH:32]=[CH:31][C:30]([O:33][CH3:34])=[CH:29][CH:28]=3)[CH2:24][C:23]2=[O:35])[CH:19]=[CH:18][N:17]=1)C(OCC(Cl)(Cl)Cl)=O)=O.C(N(C(C)C)CC)(C)C.[N:47]1[CH:52]=[CH:51][CH:50]=[CH:49][C:48]=1[CH2:53][NH2:54], predict the reaction product. (2) Given the reactants [CH3:1][C:2]1[CH:10]=[CH:9][C:5]([C:6](Cl)=[O:7])=[CH:4][C:3]=1[O:11][C:12]1[C:17]([C:18]2[CH:23]=[CH:22][N:21]=[C:20]([NH:24][CH3:25])[N:19]=2)=[CH:16][CH:15]=[CH:14][N:13]=1.C1COCC1.[Br-].[Mg+2].[Br-].[CH3:34][O:35][C:36]1[CH:41]=[CH:40][CH:39]=[CH:38][CH:37]=1.[Br-].[Mg+2].[Br-], predict the reaction product. The product is: [CH3:34][O:35][C:36]1[CH:41]=[CH:40][CH:39]=[CH:38][C:37]=1[C:6]([C:5]1[CH:9]=[CH:10][C:2]([CH3:1])=[C:3]([O:11][C:12]2[C:17]([C:18]3[CH:23]=[CH:22][N:21]=[C:20]([NH:24][CH3:25])[N:19]=3)=[CH:16][CH:15]=[CH:14][N:13]=2)[CH:4]=1)=[O:7]. (3) Given the reactants [Cl:1][C:2]1[CH:7]=[CH:6][CH:5]=[C:4]([Cl:8])[C:3]=1[N:9]1[C:13]([CH2:14][O:15][C:16]2[CH:21]=[CH:20][C:19]([C:22](O)([CH3:24])[CH3:23])=[C:18]([CH3:26])[CH:17]=2)=[C:12]([CH:27]([CH3:29])[CH3:28])[N:11]=[N:10]1.[SH:30][C:31]1[CH:40]=[CH:39][C:34]([C:35]([O:37][CH3:38])=[O:36])=[CH:33][CH:32]=1, predict the reaction product. The product is: [CH3:38][O:37][C:35](=[O:36])[C:34]1[CH:39]=[CH:40][C:31]([S:30][C:22]([C:19]2[CH:20]=[CH:21][C:16]([O:15][CH2:14][C:13]3[N:9]([C:3]4[C:4]([Cl:8])=[CH:5][CH:6]=[CH:7][C:2]=4[Cl:1])[N:10]=[N:11][C:12]=3[CH:27]([CH3:28])[CH3:29])=[CH:17][C:18]=2[CH3:26])([CH3:23])[CH3:24])=[CH:32][CH:33]=1. (4) Given the reactants C[O:2][C:3](=O)[C:4]1[CH:9]=[CH:8][CH:7]=[C:6]([NH:10][C:11]2[S:15][C:14]([CH3:16])=[N:13][C:12]=2[C:17](=[O:26])[NH:18][C:19]2[CH:24]=[CH:23][CH:22]=[C:21]([CH3:25])[N:20]=2)[CH:5]=1.[H-].[Al+3].[Li+].[H-].[H-].[H-], predict the reaction product. The product is: [CH3:25][C:21]1[N:20]=[C:19]([NH:18][C:17]([C:12]2[N:13]=[C:14]([CH3:16])[S:15][C:11]=2[NH:10][C:6]2[CH:7]=[CH:8][CH:9]=[C:4]([CH2:3][OH:2])[CH:5]=2)=[O:26])[CH:24]=[CH:23][CH:22]=1. (5) Given the reactants C([N:4]1[C:12]2[C:7](=[CH:8][C:9]([I:14])=[C:10]([CH3:13])[CH:11]=2)[CH:6]=[N:5]1)(=O)C.N, predict the reaction product. The product is: [I:14][C:9]1[CH:8]=[C:7]2[C:12](=[CH:11][C:10]=1[CH3:13])[NH:4][N:5]=[CH:6]2.